This data is from Catalyst prediction with 721,799 reactions and 888 catalyst types from USPTO. The task is: Predict which catalyst facilitates the given reaction. (1) Reactant: [CH2:1]([O:8][C:9]1[C:14]([CH3:15])=[CH:13][C:12]([OH:16])=[CH:11][C:10]=1[CH3:17])[C:2]1[CH:7]=[CH:6][CH:5]=[CH:4][CH:3]=1.Cl[CH2:19][CH:20]1[CH2:22][O:21]1.C(=O)([O-])[O-].[K+].[K+]. Product: [CH2:1]([O:8][C:9]1[C:10]([CH3:17])=[CH:11][C:12]([O:16][CH2:19][CH:20]2[O:21][CH2:22]2)=[CH:13][C:14]=1[CH3:15])[C:2]1[CH:7]=[CH:6][CH:5]=[CH:4][CH:3]=1. The catalyst class is: 311. (2) Reactant: [C:1]([O:5][C:6]([NH:8][C@@H:9]([C:20]([OH:22])=[O:21])[CH2:10][C:11]1[C:19]2[C:14](=[CH:15][CH:16]=[CH:17][CH:18]=2)[NH:13][CH:12]=1)=[O:7])([CH3:4])([CH3:3])[CH3:2].[CH3:23]C(C)([O-])C.[K+].IC. Product: [C:1]([O:5][C:6]([NH:8][C@H:9]([CH2:10][C:11]1[C:19]2[C:14](=[CH:15][CH:16]=[CH:17][CH:18]=2)[N:13]([CH3:23])[CH:12]=1)[C:20]([OH:22])=[O:21])=[O:7])([CH3:4])([CH3:2])[CH3:3]. The catalyst class is: 3. (3) Reactant: CCN=C=NCCCN(C)C.C1C=CC2[N:20]([OH:21])N=NC=2C=1.[Br:22][C:23]1[CH:28]=[CH:27][C:26]([NH:29][C:30]2[C:38]([C:39]([OH:41])=O)=[C:37]3[N:33]([CH2:34][CH2:35][CH2:36]3)[C:32](=[O:42])[C:31]=2[Cl:43])=[C:25]([F:44])[CH:24]=1.Cl.[CH3:46]OON. Product: [CH3:46][O:21][NH:20][C:39]([C:38]1[C:30]([NH:29][C:26]2[CH:27]=[CH:28][C:23]([Br:22])=[CH:24][C:25]=2[F:44])=[C:31]([Cl:43])[C:32](=[O:42])[N:33]2[C:37]=1[CH2:36][CH2:35][CH2:34]2)=[O:41]. The catalyst class is: 3. (4) Reactant: Br[C:2]1[CH:3]=[C:4]2[C:9]([NH:10][C@H:11]3[C@:15]([F:17])([CH3:16])[CH2:14][N:13]([C:18]([C:20]4([C:23]#[N:24])[CH2:22][CH2:21]4)=[O:19])[CH2:12]3)=[C:8]([C:25]([NH2:27])=[O:26])[CH:7]=[N:6][N:5]2[CH:28]=1.[CH3:29][N:30]1[CH:34]=[C:33](B2OC(C)(C)C(C)(C)O2)[CH:32]=[N:31]1.[O-]P([O-])([O-])=O.[K+].[K+].[K+]. Product: [C:23]([C:20]1([C:18]([N:13]2[CH2:14][C@@:15]([F:17])([CH3:16])[C@H:11]([NH:10][C:9]3[C:4]4[N:5]([CH:28]=[C:2]([C:33]5[CH:32]=[N:31][N:30]([CH3:29])[CH:34]=5)[CH:3]=4)[N:6]=[CH:7][C:8]=3[C:25]([NH2:27])=[O:26])[CH2:12]2)=[O:19])[CH2:21][CH2:22]1)#[N:24]. The catalyst class is: 423. (5) Reactant: N[C@H:2]([CH2:19][CH3:20])[CH2:3][NH:4][C:5]1[CH:10]=[CH:9][N:8]=[C:7]([C:11]2[CH:16]=[C:15]([Cl:17])[CH:14]=[CH:13][C:12]=2[OH:18])[N:6]=1.C=O.[C:23]([BH3-])#[N:24].[C:26](O)(=O)C. Product: [Cl:17][C:15]1[CH:14]=[CH:13][C:12]([OH:18])=[C:11]([C:7]2[N:6]=[C:5]([NH:4][CH2:3][C@H:2]([N:24]([CH3:23])[CH3:26])[CH2:19][CH3:20])[CH:10]=[CH:9][N:8]=2)[CH:16]=1. The catalyst class is: 5. (6) Product: [N:3]1[CH:4]=[C:5]2[C:9]([N:8]=[CH:7][NH:6]2)=[N:10][CH:2]=1. Reactant: Cl[C:2]1[N:10]=[C:9]2[C:5]([NH:6][CH:7]=[N:8]2)=[C:4](Cl)[N:3]=1.C(OCC)(=O)C.O1C=CCCC1.C(NCC=C)C=C. The catalyst class is: 66. (7) Reactant: N12[CH2:11][CH2:10][CH2:9]N=C1CCCCC2.C([CH:16]1OS(=O)(=O)[N:18]([C:23]([O-:25])=[O:24])[C@@:17]1([C:27]1[CH:32]=[C:31]([Br:33])[CH:30]=[CH:29][C:28]=1[F:34])[CH3:26])(C)(C)C.[NH:35]1[CH:39]=[CH:38][N:37]=[C:36]1[C:40]#[N:41].[C:42](#N)C. Product: [Br:33][C:31]1[CH:30]=[CH:29][C:28]([F:34])=[C:27]([C@:17]([NH:18][C:23](=[O:24])[O:25][C:10]([CH3:11])([CH3:42])[CH3:9])([CH3:26])[CH2:16][N:35]2[CH:39]=[CH:38][N:37]=[C:36]2[C:40]#[N:41])[CH:32]=1. The catalyst class is: 33. (8) Reactant: [Br:1][C:2]1[CH:7]=[CH:6][CH:5]=[CH:4][C:3]=1[NH:8][C:9](=[O:14])[CH2:10][C:11]([OH:13])=O.[OH-].[Na+]. Product: [Br:1][C:2]1[CH:7]=[CH:6][CH:5]=[C:4]2[C:3]=1[N:8]=[C:9]([OH:14])[CH:10]=[C:11]2[OH:13]. The catalyst class is: 33. (9) Reactant: [CH:1]([N:4]1[C:8]([O:9][C:10]2[CH:15]=[CH:14][CH:13]=[CH:12][CH:11]=2)=[C:7]([CH2:16][C:17]2[CH:22]=[CH:21][C:20]([O:23][CH3:24])=[CH:19][CH:18]=2)[C:6](=[O:25])[NH:5]1)([CH3:3])[CH3:2].CC([O:29][CH2:30][C@H:31]1[O:36][C@H:35](Br)[C@H:34]([O:38]C(C)=O)[C@@H:33]([O:42]C(C)=O)[C@@H:32]1[O:46]C(C)=O)=O.[OH-].[Na+]. Product: [CH:1]([N:4]1[C:8]([O:9][C:10]2[CH:15]=[CH:14][CH:13]=[CH:12][CH:11]=2)=[C:7]([CH2:16][C:17]2[CH:18]=[CH:19][C:20]([O:23][CH3:24])=[CH:21][CH:22]=2)[C:6]([O:25][C@@H:35]2[O:36][C@H:31]([CH2:30][OH:29])[C@@H:32]([OH:46])[C@H:33]([OH:42])[C@H:34]2[OH:38])=[N:5]1)([CH3:2])[CH3:3]. The catalyst class is: 4.